This data is from Catalyst prediction with 721,799 reactions and 888 catalyst types from USPTO. The task is: Predict which catalyst facilitates the given reaction. (1) Reactant: [Cl:1][C:2]1[C:3]([NH:18][CH2:19][CH2:20][C:21]2[CH:26]=[CH:25][CH:24]=[C:23]([O:27]C)[CH:22]=2)=[N:4][C:5]([NH:8][C:9]2[CH:10]=[C:11]([CH2:15][CH2:16]O)[CH:12]=[CH:13][CH:14]=2)=[N:6][CH:7]=1.B(Br)(Br)[Br:30].C([O-])(O)=O.[Na+]. Product: [Br:30][CH2:16][CH2:15][C:11]1[CH:10]=[C:9]([NH:8][C:5]2[N:4]=[C:3]([NH:18][CH2:19][CH2:20][C:21]3[CH:22]=[C:23]([OH:27])[CH:24]=[CH:25][CH:26]=3)[C:2]([Cl:1])=[CH:7][N:6]=2)[CH:14]=[CH:13][CH:12]=1. The catalyst class is: 2. (2) Reactant: N1C=CC=CC=1.[CH3:7][CH:8]([CH3:31])[CH:9]([NH:14][C:15]([C:17]1[S:18][CH:19]=[C:20]([C:22]2[CH:27]=[CH:26][C:25]([N+:28]([O-])=O)=[CH:24][CH:23]=2)[N:21]=1)=[O:16])[C:10]([O:12][CH3:13])=[O:11].[C:32]([C:36]1[CH:44]=[CH:43][C:39]([C:40](Cl)=[O:41])=[CH:38][CH:37]=1)([CH3:35])([CH3:34])[CH3:33]. Product: [C:32]([C:36]1[CH:37]=[CH:38][C:39]([C:40]([NH:28][C:25]2[CH:26]=[CH:27][C:22]([C:20]3[N:21]=[C:17]([C:15]([NH:14][CH:9]([CH:8]([CH3:31])[CH3:7])[C:10]([O:12][CH3:13])=[O:11])=[O:16])[S:18][CH:19]=3)=[CH:23][CH:24]=2)=[O:41])=[CH:43][CH:44]=1)([CH3:35])([CH3:33])[CH3:34]. The catalyst class is: 2.